This data is from Reaction yield outcomes from USPTO patents with 853,638 reactions. The task is: Predict the reaction yield, written as a fraction of the theoretical maximum amount of product (1.0 means a 100% yield; for example, 0.34 means a 34% yield). The reactants are [CH3:1][O:2][C:3]([NH:5][C@@H:6]([CH:10]([CH3:12])[CH3:11])[C:7](O)=[O:8])=[O:4].[Cl-].[I:14][C:15]1[NH+:16]=[C:17]([C@@H:20]2[CH2:24][C@@H:23]([CH3:25])[CH2:22][NH2+:21]2)[NH:18][CH:19]=1.[Cl-].CN(C(ON1N=NC2C=CC=NC1=2)=[N+](C)C)C.F[P-](F)(F)(F)(F)F.CCN(C(C)C)C(C)C. The yield is 0.953. The product is [I:14][C:15]1[N:16]=[C:17]([C@@H:20]2[CH2:24][C@@H:23]([CH3:25])[CH2:22][N:21]2[C:7](=[O:8])[C@@H:6]([NH:5][C:3](=[O:4])[O:2][CH3:1])[CH:10]([CH3:12])[CH3:11])[NH:18][CH:19]=1. The catalyst is CN(C=O)C.O.